Predict the reaction yield, written as a fraction of the theoretical maximum amount of product (1.0 means a 100% yield; for example, 0.34 means a 34% yield). From a dataset of Reaction yield outcomes from USPTO patents with 853,638 reactions. (1) The reactants are [Cl:1][C:2]1[CH:3]=[C:4]([CH:10]=[CH:11][CH:12]=1)[O:5][CH2:6][C:7](O)=O.[C:13]1([NH:19][C:20](=[S:23])[NH:21][NH2:22])[CH:18]=[CH:17][CH:16]=[CH:15][CH:14]=1. No catalyst specified. The product is [Cl:1][C:2]1[CH:3]=[C:4]([CH:10]=[CH:11][CH:12]=1)[O:5][CH2:6][C:7]1[N:19]([C:13]2[CH:14]=[CH:15][CH:16]=[CH:17][CH:18]=2)[C:20](=[S:23])[NH:21][N:22]=1. The yield is 0.510. (2) The catalyst is C(Cl)(Cl)Cl. The reactants are [CH3:1][C:2]1[N:3]=[CH:4][C:5]([NH2:8])=[N:6][CH:7]=1.N1C=CC=CC=1.[Br:15]Br.O. The yield is 0.564. The product is [Br:15][C:4]1[C:5]([NH2:8])=[N:6][CH:7]=[C:2]([CH3:1])[N:3]=1. (3) The reactants are [Cl:1][C:2]1[N:3]=[C:4]2[C:9](=[CH:10][CH:11]=1)[N:8]=[CH:7][C:6]([C:12]([CH:14]1[CH2:16][CH2:15]1)=[O:13])=[C:5]2[NH:17][C@H:18]1[CH2:23][CH2:22][C@H:21]([CH2:24][N:25]([CH3:27])[CH3:26])[CH2:20][CH2:19]1.[Cl:28][C:29]1[CH:34]=[C:33](B2OC(C)(C)C(C)(C)O2)[CH:32]=[C:31]([F:44])[C:30]=1[OH:45].C1(N)C(F)=C(F)C(F)=C(N)C=1F.Cl.Cl. No catalyst specified. The product is [ClH:1].[ClH:28].[Cl:28][C:29]1[CH:34]=[C:33]([C:2]2[N:3]=[C:4]3[C:9](=[CH:10][CH:11]=2)[N:8]=[CH:7][C:6]([C:12]([CH:14]2[CH2:16][CH2:15]2)=[O:13])=[C:5]3[NH:17][C@H:18]2[CH2:23][CH2:22][C@H:21]([CH2:24][N:25]([CH3:27])[CH3:26])[CH2:20][CH2:19]2)[CH:32]=[C:31]([F:44])[C:30]=1[OH:45]. The yield is 0.610. (4) The reactants are [N:1]1[NH:2][C:3](=[O:6])[NH:4][CH:5]=1.C(=O)([O-])[O-].[K+].[K+].[NH2:13][C:14]1[N:18]([C:19]2[CH:20]=[CH:21][C:22](F)=[C:23]([CH:26]=2)[C:24]#[N:25])[N:17]=[C:16]([C:28]([F:31])([F:30])[F:29])[C:15]=1[C:32]1[CH:37]=[C:36]([C:38]([F:41])([F:40])[F:39])[CH:35]=[C:34]([Cl:42])[CH:33]=1.O. The catalyst is CN(C=O)C. The product is [NH2:13][C:14]1[N:18]([C:19]2[CH:20]=[CH:21][C:22]([N:2]3[C:3](=[O:6])[NH:4][CH:5]=[N:1]3)=[C:23]([CH:26]=2)[C:24]#[N:25])[N:17]=[C:16]([C:28]([F:29])([F:30])[F:31])[C:15]=1[C:32]1[CH:37]=[C:36]([C:38]([F:40])([F:41])[F:39])[CH:35]=[C:34]([Cl:42])[CH:33]=1. The yield is 0.120.